Dataset: Reaction yield outcomes from USPTO patents with 853,638 reactions. Task: Predict the reaction yield, written as a fraction of the theoretical maximum amount of product (1.0 means a 100% yield; for example, 0.34 means a 34% yield). (1) The reactants are [CH2:1]([O:4][C:5]1[C:6]([NH2:15])=[CH:7][C:8]2[C:13]([CH:14]=1)=[CH:12][CH:11]=[CH:10][CH:9]=2)[CH2:2][CH3:3].[OH:16][CH:17]=[C:18]([C:24]1[CH:29]=[CH:28][C:27]([O:30][CH3:31])=[CH:26][CH:25]=1)[C:19](OCC)=O. The catalyst is C1C=CC=CC=1. The product is [CH3:31][O:30][C:27]1[CH:28]=[CH:29][C:24]([C:18]2[C:17](=[O:16])[C:7]3[C:8]4[CH:9]=[CH:10][CH:11]=[CH:12][C:13]=4[CH:14]=[C:5]([O:4][CH2:1][CH2:2][CH3:3])[C:6]=3[NH:15][CH:19]=2)=[CH:25][CH:26]=1. The yield is 0.420. (2) The reactants are [C:1]([NH:4][C:5]1[C:10]2[O:11][CH2:12][O:13][C:9]=2[C:8]([C:14]([O:16][CH3:17])=[O:15])=[CH:7][CH:6]=1)(=[O:3])[CH3:2].C1C(=O)N([Cl:25])C(=O)C1. The catalyst is C(#N)C. The product is [C:1]([NH:4][C:5]1[C:10]2[O:11][CH2:12][O:13][C:9]=2[C:8]([C:14]([O:16][CH3:17])=[O:15])=[CH:7][C:6]=1[Cl:25])(=[O:3])[CH3:2]. The yield is 0.870. (3) The reactants are Cl.[F:2][C:3]1([F:10])[CH2:8][CH2:7][CH:6]([NH2:9])[CH2:5][CH2:4]1.C([O-])([O-])=O.[Na+].[Na+].Cl[CH2:18][CH2:19][N:20]=[C:21]=[O:22].[H-].[Na+]. The catalyst is C1COCC1. The product is [F:2][C:3]1([F:10])[CH2:8][CH2:7][CH:6]([N:9]2[CH2:18][CH2:19][NH:20][C:21]2=[O:22])[CH2:5][CH2:4]1. The yield is 0.660.